Predict the product of the given reaction. From a dataset of Forward reaction prediction with 1.9M reactions from USPTO patents (1976-2016). Given the reactants C[C:2]1[CH:3]=[CH:4][C:5]([N:11]2[N:15]=[CH:14][CH:13]=[N:12]2)=[C:6]([CH:10]=1)[C:7]([OH:9])=[O:8].[CH3:16]C1C(C(O)=O)=C(I)C=CC=1.N1C=CN=N1, predict the reaction product. The product is: [CH3:16][C:10]1[CH:2]=[CH:3][CH:4]=[C:5]([N:11]2[N:12]=[CH:13][CH:14]=[N:15]2)[C:6]=1[C:7]([OH:9])=[O:8].